Task: Predict the reactants needed to synthesize the given product.. Dataset: Full USPTO retrosynthesis dataset with 1.9M reactions from patents (1976-2016) (1) Given the product [Br:42][C:43]1[CH:44]=[C:45]([NH:46][C:13]([C:12]2[CH:11]=[CH:10][C:9]([NH:8][C:6](=[O:7])[O:5][C:1]([CH3:2])([CH3:3])[CH3:4])=[CH:17][CH:16]=2)=[O:15])[CH:47]=[CH:48][CH:49]=1, predict the reactants needed to synthesize it. The reactants are: [C:1]([O:5][C:6]([NH:8][C:9]1[CH:17]=[CH:16][C:12]([C:13]([OH:15])=O)=[CH:11][CH:10]=1)=[O:7])([CH3:4])([CH3:3])[CH3:2].C1N(P(Cl)(N2C(=O)OCC2)=O)C(=O)OC1.CN(C1C=CC=CN=1)C.[Br:42][C:43]1[CH:44]=[C:45]([CH:47]=[CH:48][CH:49]=1)[NH2:46]. (2) Given the product [C:16]([NH:20][C:2]1[C:11]2[C:6](=[C:7]([N+:12]([O-:14])=[O:13])[CH:8]=[CH:9][CH:10]=2)[N:5]=[C:4]([CH3:15])[N:3]=1)([CH3:19])([CH3:18])[CH3:17], predict the reactants needed to synthesize it. The reactants are: Cl[C:2]1[C:11]2[C:6](=[C:7]([N+:12]([O-:14])=[O:13])[CH:8]=[CH:9][CH:10]=2)[N:5]=[C:4]([CH3:15])[N:3]=1.[C:16]([NH2:20])([CH3:19])([CH3:18])[CH3:17].